From a dataset of NCI-60 drug combinations with 297,098 pairs across 59 cell lines. Regression. Given two drug SMILES strings and cell line genomic features, predict the synergy score measuring deviation from expected non-interaction effect. (1) Drug 1: CC1=CC2C(CCC3(C2CCC3(C(=O)C)OC(=O)C)C)C4(C1=CC(=O)CC4)C. Drug 2: CC1C(C(CC(O1)OC2CC(CC3=C2C(=C4C(=C3O)C(=O)C5=CC=CC=C5C4=O)O)(C(=O)C)O)N)O. Cell line: A549. Synergy scores: CSS=71.9, Synergy_ZIP=3.91, Synergy_Bliss=6.90, Synergy_Loewe=-7.37, Synergy_HSA=10.2. (2) Drug 1: CN(CCCl)CCCl.Cl. Drug 2: N.N.Cl[Pt+2]Cl. Cell line: HS 578T. Synergy scores: CSS=18.7, Synergy_ZIP=-7.07, Synergy_Bliss=-0.633, Synergy_Loewe=-0.196, Synergy_HSA=1.84. (3) Drug 1: C1=CC=C(C=C1)NC(=O)CCCCCCC(=O)NO. Drug 2: CC1=C(C(=O)C2=C(C1=O)N3CC4C(C3(C2COC(=O)N)OC)N4)N. Cell line: SF-539. Synergy scores: CSS=47.4, Synergy_ZIP=-4.02, Synergy_Bliss=-5.60, Synergy_Loewe=-4.39, Synergy_HSA=-1.88. (4) Drug 1: CS(=O)(=O)OCCCCOS(=O)(=O)C. Drug 2: CC(C)NC(=O)C1=CC=C(C=C1)CNNC.Cl. Cell line: MCF7. Synergy scores: CSS=6.29, Synergy_ZIP=2.24, Synergy_Bliss=4.87, Synergy_Loewe=6.15, Synergy_HSA=6.12. (5) Drug 1: CN1CCC(CC1)COC2=C(C=C3C(=C2)N=CN=C3NC4=C(C=C(C=C4)Br)F)OC. Drug 2: C1=CC(=CC=C1CCC2=CNC3=C2C(=O)NC(=N3)N)C(=O)NC(CCC(=O)O)C(=O)O. Cell line: HCT116. Synergy scores: CSS=36.4, Synergy_ZIP=1.38, Synergy_Bliss=-2.03, Synergy_Loewe=-13.2, Synergy_HSA=-2.42. (6) Drug 1: CC1=C(C=C(C=C1)C(=O)NC2=CC(=CC(=C2)C(F)(F)F)N3C=C(N=C3)C)NC4=NC=CC(=N4)C5=CN=CC=C5. Drug 2: B(C(CC(C)C)NC(=O)C(CC1=CC=CC=C1)NC(=O)C2=NC=CN=C2)(O)O. Cell line: BT-549. Synergy scores: CSS=38.2, Synergy_ZIP=4.39, Synergy_Bliss=1.70, Synergy_Loewe=-31.2, Synergy_HSA=-5.73. (7) Drug 1: CC1=C(C=C(C=C1)NC(=O)C2=CC=C(C=C2)CN3CCN(CC3)C)NC4=NC=CC(=N4)C5=CN=CC=C5. Drug 2: C1CN1C2=NC(=NC(=N2)N3CC3)N4CC4. Cell line: OVCAR-8. Synergy scores: CSS=19.5, Synergy_ZIP=-10.9, Synergy_Bliss=-1.47, Synergy_Loewe=-15.0, Synergy_HSA=-3.17. (8) Drug 1: C1CNP(=O)(OC1)N(CCCl)CCCl. Drug 2: CC1C(C(CC(O1)OC2CC(CC3=C2C(=C4C(=C3O)C(=O)C5=CC=CC=C5C4=O)O)(C(=O)C)O)N)O. Cell line: SW-620. Synergy scores: CSS=36.5, Synergy_ZIP=-1.63, Synergy_Bliss=-2.77, Synergy_Loewe=-52.3, Synergy_HSA=-1.53. (9) Drug 1: C(=O)(N)NO. Drug 2: CNC(=O)C1=NC=CC(=C1)OC2=CC=C(C=C2)NC(=O)NC3=CC(=C(C=C3)Cl)C(F)(F)F. Cell line: CAKI-1. Synergy scores: CSS=-15.4, Synergy_ZIP=8.18, Synergy_Bliss=-1.40, Synergy_Loewe=-12.3, Synergy_HSA=-15.9. (10) Drug 1: CN(CCCl)CCCl.Cl. Drug 2: C(CN)CNCCSP(=O)(O)O. Synergy scores: CSS=16.4, Synergy_ZIP=-2.63, Synergy_Bliss=-4.76, Synergy_Loewe=-47.2, Synergy_HSA=-6.69. Cell line: RPMI-8226.